Dataset: hERG potassium channel inhibition data for cardiac toxicity prediction from Karim et al.. Task: Regression/Classification. Given a drug SMILES string, predict its toxicity properties. Task type varies by dataset: regression for continuous values (e.g., LD50, hERG inhibition percentage) or binary classification for toxic/non-toxic outcomes (e.g., AMES mutagenicity, cardiotoxicity, hepatotoxicity). Dataset: herg_karim. (1) The compound is Cc1c(O)cccc1C(=O)N[C@@H](CSc1ccccc1)[C@H](O)C[NH+]1C[C@H]2CCCC[C@H]2C[C@H]1C(=O)NC(C)(C)C. The result is 0 (non-blocker). (2) The molecule is CN(C)C1(CNC(=O)N2CCC(c3nc(-c4ccc5ccccc5n4)no3)CC2)CCCC1. The result is 0 (non-blocker). (3) The compound is N#Cc1ccc2[nH]c([C@H]3CC[C@]4(CC3)CN(c3ccccn3)C(=O)O4)nc2c1. The result is 0 (non-blocker). (4) The drug is COc1ccc2c(OCc3nnc4ccc(-c5ccccc5)nn34)ccnc2c1. The result is 0 (non-blocker). (5) The molecule is Cc1ccc(CCCOCc2cccc(COCCCc3ccc(C)cc3)[n+]2C)cc1. The result is 1 (blocker). (6) The drug is COC(=O)C1=C(CN2CCOC[C@H]2C(=O)O)NC(c2nccs2)=NC1c1ccc(F)cc1Cl. The result is 0 (non-blocker). (7) The molecule is CNCc1ccc(Cl)cc1Oc1ccc(C)c(C)c1. The result is 1 (blocker). (8) The compound is COc1ccccc1CNC[C@H]1C[C@@H]1c1cc(F)ccc1OC.Cl. The result is 1 (blocker). (9) The drug is C[C@@H]1CN(c2nc(C(F)(F)F)no2)CCN1c1ncc(OCc2ccc(CS(C)(=N)=O)cc2F)cn1. The result is 0 (non-blocker).